This data is from Forward reaction prediction with 1.9M reactions from USPTO patents (1976-2016). The task is: Predict the product of the given reaction. (1) Given the reactants Cl[C:2]1[N:10]=[C:9]2[C:5]([N:6]=[CH:7][N:8]2[CH3:11])=[C:4]([N:12]2[CH2:17][CH2:16][O:15][CH2:14][CH2:13]2)[N:3]=1.[NH2:18][C:19]1[N:24]=[CH:23][C:22](B(O)O)=[CH:21][N:20]=1, predict the reaction product. The product is: [CH3:11][N:8]1[CH:7]=[N:6][C:5]2[C:9]1=[N:10][C:2]([C:22]1[CH:21]=[N:20][C:19]([NH2:18])=[N:24][CH:23]=1)=[N:3][C:4]=2[N:12]1[CH2:17][CH2:16][O:15][CH2:14][CH2:13]1. (2) Given the reactants [CH3:1][O:2][C:3]1[CH:4]=[C:5]2[C:10](=[CH:11][C:12]=1[O:13][CH3:14])[N:9]=[CH:8][N:7]=[C:6]2[O:15][C:16]1[CH:17]=[C:18]([CH:20]=[CH:21][CH:22]=1)[NH2:19].[C:23]1([N:29]2[C:33]([NH:34][C:35](=O)[O:36]C3C=CC=CC=3)=[CH:32][C:31]([C:44]([CH3:50])([CH3:49])[C:45]([F:48])([F:47])[F:46])=[N:30]2)[CH:28]=[CH:27][CH:26]=[CH:25][CH:24]=1, predict the reaction product. The product is: [CH3:1][O:2][C:3]1[CH:4]=[C:5]2[C:10](=[CH:11][C:12]=1[O:13][CH3:14])[N:9]=[CH:8][N:7]=[C:6]2[O:15][C:16]1[CH:17]=[C:18]([NH:19][C:35]([NH:34][C:33]2[N:29]([C:23]3[CH:28]=[CH:27][CH:26]=[CH:25][CH:24]=3)[N:30]=[C:31]([C:44]([CH3:50])([CH3:49])[C:45]([F:48])([F:47])[F:46])[CH:32]=2)=[O:36])[CH:20]=[CH:21][CH:22]=1.